The task is: Predict the reactants needed to synthesize the given product.. This data is from Full USPTO retrosynthesis dataset with 1.9M reactions from patents (1976-2016). Given the product [OH:30]/[CH:29]=[C:4]1/[CH2:5][C:6]2([C:22]3[CH:23]=[CH:24][CH:25]=[CH:26][CH:27]=3)[C:15]3[N:14]=[C:13]([C:16]4[CH:17]=[CH:18][CH:19]=[CH:20][CH:21]=4)[N:12]=[CH:11][C:10]=3[CH2:9][CH2:8][CH:7]2[CH:2]([CH3:1])[C:3]/1=[O:28], predict the reactants needed to synthesize it. The reactants are: [CH3:1][CH:2]1[CH:7]2[CH2:8][CH2:9][C:10]3[CH:11]=[N:12][C:13]([C:16]4[CH:21]=[CH:20][CH:19]=[CH:18][CH:17]=4)=[N:14][C:15]=3[C:6]2([C:22]2[CH:27]=[CH:26][CH:25]=[CH:24][CH:23]=2)[CH2:5][CH2:4][C:3]1=[O:28].[CH:29](OCC)=[O:30].C[O-].[Na+].CO.